Dataset: Peptide-MHC class II binding affinity with 134,281 pairs from IEDB. Task: Regression. Given a peptide amino acid sequence and an MHC pseudo amino acid sequence, predict their binding affinity value. This is MHC class II binding data. (1) The peptide sequence is YDVFLANVSTVLTGK. The MHC is DRB1_1302 with pseudo-sequence DRB1_1302. The binding affinity (normalized) is 0.798. (2) The peptide sequence is EKKYFAATTFEPLAA. The MHC is HLA-DPA10201-DPB10501 with pseudo-sequence HLA-DPA10201-DPB10501. The binding affinity (normalized) is 0.814. (3) The peptide sequence is GELQIVDKIDAAFKH. The MHC is DRB1_0401 with pseudo-sequence DRB1_0401. The binding affinity (normalized) is 0.540. (4) The peptide sequence is IQYVNYWFAPGAGAA. The MHC is DRB1_1302 with pseudo-sequence DRB1_1302. The binding affinity (normalized) is 0.254.